This data is from Reaction yield outcomes from USPTO patents with 853,638 reactions. The task is: Predict the reaction yield, written as a fraction of the theoretical maximum amount of product (1.0 means a 100% yield; for example, 0.34 means a 34% yield). (1) The reactants are C([O:5][C:6]([CH:8]1[CH:12]([C:13]2[CH:18]=[CH:17][CH:16]=[C:15]([Cl:19])[C:14]=2[F:20])[C:11]([C:23]2[CH:28]=[CH:27][C:26]([Cl:29])=[CH:25][C:24]=2[F:30])([C:21]#[N:22])[CH:10]([CH2:31][C:32]([CH3:35])([CH3:34])[CH3:33])[NH:9]1)=[O:7])(C)(C)C.[F:36][C:37]([F:42])([F:41])[C:38]([OH:40])=[O:39]. The catalyst is ClCCl. The product is [F:36][C:37]([F:42])([F:41])[C:38]([OH:40])=[O:39].[Cl:19][C:15]1[C:14]([F:20])=[C:13]([CH:12]2[C:11]([C:23]3[CH:28]=[CH:27][C:26]([Cl:29])=[CH:25][C:24]=3[F:30])([C:21]#[N:22])[CH:10]([CH2:31][C:32]([CH3:34])([CH3:35])[CH3:33])[NH:9][CH:8]2[C:6]([OH:7])=[O:5])[CH:18]=[CH:17][CH:16]=1. The yield is 1.00. (2) The reactants are [CH3:1][C:2]1[C:3]([C:11]2[S:15][C:14]([C:16]([OH:18])=O)=[CH:13][CH:12]=2)=[N:4][O:5][C:6]=1[C:7]([F:10])([F:9])[F:8].C([N:26]1[CH2:31][CH2:30][NH:29][C@H:28]([CH3:32])[CH2:27]1)(OC(C)(C)C)=O.[ClH:33]. The catalyst is O1CCOCC1. The product is [ClH:33].[CH3:32][C@@H:28]1[CH2:27][NH:26][CH2:31][CH2:30][N:29]1[C:16]([C:14]1[S:15][C:11]([C:3]2[C:2]([CH3:1])=[C:6]([C:7]([F:8])([F:9])[F:10])[O:5][N:4]=2)=[CH:12][CH:13]=1)=[O:18]. The yield is 0.860. (3) The reactants are [F:1][C:2]1[CH:3]=[C:4]2[C:8](=[CH:9][CH:10]=1)[NH:7][C:6](=[O:11])[CH2:5]2.C[Si]([N-][Si](C)(C)C)(C)C.[Li+].O=[C:23]1[C:31]2[C:26](=[N:27][C:28]([C:32]([OH:34])=[O:33])=[CH:29][CH:30]=2)[CH2:25][O:24]1.Cl. The catalyst is C1COCC1.CN(C)C=O. The product is [F:1][C:2]1[CH:3]=[C:4]2[C:8](=[CH:9][CH:10]=1)[NH:7][C:6](=[O:11])[C:5]2=[C:23]1[C:31]2[C:26](=[N:27][C:28]([C:32]([OH:34])=[O:33])=[CH:29][CH:30]=2)[CH2:25][O:24]1. The yield is 0.290. (4) The reactants are [C:1](Cl)(=[O:8])[C:2]1[CH:7]=[CH:6][CH:5]=[CH:4][CH:3]=1.Cl.[CH2:11]([O:13][C:14](=[O:34])[CH:15]([NH:27][C:28]([O:30][CH2:31][CH:32]=[CH2:33])=[O:29])[CH2:16][C:17]1[O:21][N:20]=[C:19]([CH:22]2[CH2:26][CH2:25][CH2:24][NH:23]2)[CH:18]=1)[CH3:12].N1C=CC=CC=1. The catalyst is ClCCl.C(OCC)(=O)C. The product is [CH2:11]([O:13][C:14](=[O:34])[CH:15]([NH:27][C:28]([O:30][CH2:31][CH:32]=[CH2:33])=[O:29])[CH2:16][C:17]1[O:21][N:20]=[C:19]([CH:22]2[CH2:26][CH2:25][CH2:24][N:23]2[C:1](=[O:8])[C:2]2[CH:7]=[CH:6][CH:5]=[CH:4][CH:3]=2)[CH:18]=1)[CH3:12]. The yield is 0.840. (5) The reactants are [CH3:1][C:2]1([C:8]2[CH:13]=[CH:12][CH:11]=[CH:10][CH:9]=2)[CH2:6][CH2:5][CH2:4][C:3]1=[O:7].[C:14](Cl)([N:16]=[C:17]=[O:18])=[O:15].N#N.Cl. The catalyst is CCOC(C)=O. The product is [CH3:1][C:2]1([C:8]2[CH:13]=[CH:12][CH:11]=[CH:10][CH:9]=2)[C:3]2[O:7][C:17](=[O:18])[NH:16][C:14](=[O:15])[C:4]=2[CH2:5][CH2:6]1. The yield is 0.430. (6) The reactants are [F:1][C:2]([F:21])([F:20])[C:3]1[CH:8]=[CH:7][CH:6]=[CH:5][C:4]=1[C:9]1[O:10][C:11](=[O:19])[C:12]2[CH:18]=[CH:17][CH:16]=[N:15][C:13]=2[N:14]=1.[OH-].[NH4+:23]. No catalyst specified. The product is [F:1][C:2]([F:21])([F:20])[C:3]1[CH:8]=[CH:7][CH:6]=[CH:5][C:4]=1[C:9]([NH:14][C:13]1[N:15]=[CH:16][CH:17]=[CH:18][C:12]=1[C:11]([NH2:23])=[O:19])=[O:10]. The yield is 0.330. (7) The reactants are C[O:2][C:3]1[CH:4]=[C:5]2[C:13](=[CH:14][CH:15]=1)[C:12]1[S:11][C:10]([C:16]3[O:20][N:19]=[C:18]([C:21]4[CH:26]=[CH:25][CH:24]=[CH:23][CH:22]=4)[C:17]=3[C:27]([F:30])([F:29])[F:28])=[N:9][C:8]=1[CH2:7][CH2:6]2.B(Br)(Br)Br. The catalyst is ClCCl. The product is [C:21]1([C:18]2[C:17]([C:27]([F:30])([F:29])[F:28])=[C:16]([C:10]3[S:11][C:12]4[C:13]5[C:5](=[CH:4][C:3]([OH:2])=[CH:15][CH:14]=5)[CH2:6][CH2:7][C:8]=4[N:9]=3)[O:20][N:19]=2)[CH:26]=[CH:25][CH:24]=[CH:23][CH:22]=1. The yield is 0.900. (8) The reactants are [N:1]1[C:10]2[C:5](=[CH:6][C:7]([O:11][C:12](=[O:14])[CH3:13])=[CH:8][CH:9]=2)[CH:4]=[CH:3][CH:2]=1.N1C=CC=CC=1.[Br:21]Br. The catalyst is C(Cl)(Cl)(Cl)Cl. The product is [Br:21][C:3]1[CH:2]=[N:1][C:10]2[C:5]([CH:4]=1)=[CH:6][C:7]([O:11][C:12](=[O:14])[CH3:13])=[CH:8][CH:9]=2. The yield is 0.630.